Dataset: Catalyst prediction with 721,799 reactions and 888 catalyst types from USPTO. Task: Predict which catalyst facilitates the given reaction. (1) Reactant: [F:1][C:2]1[CH:7]=[C:6]([I:8])[CH:5]=[CH:4][C:3]=1[NH:9][C:10]1[CH:18]=[N:17][CH:16]=[C:15]([O:19][CH2:20][CH2:21][CH:22]=[C:23]([CH3:25])[CH3:24])[C:11]=1[C:12]([NH2:14])=[O:13].[OH2:26].CC(C)=[O:29]. Product: [OH:26][CH:22]([C:23]([OH:29])([CH3:25])[CH3:24])[CH2:21][CH2:20][O:19][C:15]1[CH:16]=[N:17][CH:18]=[C:10]([NH:9][C:3]2[CH:4]=[CH:5][C:6]([I:8])=[CH:7][C:2]=2[F:1])[C:11]=1[C:12]([NH2:14])=[O:13]. The catalyst class is: 771. (2) Reactant: [Cl:1][C:2]1[N:11]=[C:10](Cl)[C:9]2[C:4](=[CH:5][C:6]([Cl:14])=[C:7]([F:13])[CH:8]=2)[N:3]=1.[OH-].[Na+].C(O)(=[O:19])C. Product: [Cl:1][C:2]1[N:11]=[C:10]([OH:19])[C:9]2[C:4](=[CH:5][C:6]([Cl:14])=[C:7]([F:13])[CH:8]=2)[N:3]=1. The catalyst class is: 1. (3) Reactant: Br[C:2]1[CH:7]=[C:6]([F:8])[N:5]=[C:4]([NH2:9])[CH:3]=1.[CH2:10](B(O)O)[CH3:11].C(=O)([O-])[O-].[K+].[K+].O1CCOCC1. Product: [CH2:10]([C:2]1[CH:7]=[C:6]([F:8])[N:5]=[C:4]([NH2:9])[CH:3]=1)[CH3:11]. The catalyst class is: 690. (4) Reactant: [H-].[Na+].[CH2:3]([O:5][C:6](=[O:23])[CH:7]([O:20][CH2:21][CH3:22])[CH2:8][C:9]1[C:18]2[CH2:17][CH2:16][CH2:15][CH2:14][C:13]=2[C:12]([OH:19])=[CH:11][CH:10]=1)[CH3:4].Cl[CH2:25][C:26]1[N:27]=[C:28]([C:32]2[CH:37]=[CH:36][C:35]([CH:38]([CH3:40])[CH3:39])=[CH:34][CH:33]=2)[O:29][C:30]=1[CH3:31].C(C1C=CC(C=O)=CC=1)(C)C.O=P(Cl)(Cl)Cl. Product: [CH2:3]([O:5][C:6](=[O:23])[CH:7]([O:20][CH2:21][CH3:22])[CH2:8][C:9]1[C:18]2[CH2:17][CH2:16][CH2:15][CH2:14][C:13]=2[C:12]([O:19][CH2:25][C:26]2[N:27]=[C:28]([C:32]3[CH:33]=[CH:34][C:35]([CH:38]([CH3:40])[CH3:39])=[CH:36][CH:37]=3)[O:29][C:30]=2[CH3:31])=[CH:11][CH:10]=1)[CH3:4]. The catalyst class is: 35. (5) Reactant: [NH2:1][C:2]1[CH:7]=[CH:6][C:5]([Br:8])=[CH:4][N:3]=1.[F:9][C:10]1[CH:19]=[C:18]([F:20])[CH:17]=[CH:16][C:11]=1[C:12](=O)[CH2:13]Br.[OH-].[Na+]. Product: [Br:8][C:5]1[CH:6]=[CH:7][C:2]2[N:3]([CH:13]=[C:12]([C:11]3[CH:16]=[CH:17][C:18]([F:20])=[CH:19][C:10]=3[F:9])[N:1]=2)[CH:4]=1. The catalyst class is: 8.